Dataset: Forward reaction prediction with 1.9M reactions from USPTO patents (1976-2016). Task: Predict the product of the given reaction. (1) Given the reactants [NH2:1][CH2:2][C:3]([C:6]1[CH:11]=[CH:10][C:9]([NH:12][C:13](=[O:24])[C:14]2[CH:19]=[CH:18][C:17]([O:20][CH3:21])=[C:16]([O:22][CH3:23])[CH:15]=2)=[CH:8][C:7]=1[CH3:25])([CH3:5])[CH3:4].[NH:26]1[C:34]2[C:29](=[CH:30][CH:31]=[CH:32][CH:33]=2)[C:28]([C:35](O)=[O:36])=[N:27]1.C1C=CC2N(O)N=NC=2C=1.C(Cl)CCl, predict the reaction product. The product is: [CH3:23][O:22][C:16]1[CH:15]=[C:14]([CH:19]=[CH:18][C:17]=1[O:20][CH3:21])[C:13]([NH:12][C:9]1[CH:10]=[CH:11][C:6]([C:3]([CH3:5])([CH3:4])[CH2:2][NH:1][C:35]([C:28]2[C:29]3[C:34](=[CH:33][CH:32]=[CH:31][CH:30]=3)[NH:26][N:27]=2)=[O:36])=[C:7]([CH3:25])[CH:8]=1)=[O:24]. (2) Given the reactants [CH2:1]([O:3][C:4](=[O:24])[CH2:5][C@@H:6]([N:13]1[C:17]2=[N:18][C:19]([CH3:22])=[CH:20][CH:21]=[C:16]2[NH:15][C:14]1=[O:23])[C:7]1[CH:12]=[CH:11][CH:10]=[CH:9][CH:8]=1)[CH3:2].C([O-])([O-])=O.[K+].[K+].[I-].[CH3:32][N:33]1[C:41]2[C:36](=[C:37]([CH3:42])[CH:38]=[CH:39][CH:40]=2)[C:35]([CH2:43][N+](C)(C)C)=[CH:34]1, predict the reaction product. The product is: [CH2:1]([O:3][C:4](=[O:24])[CH2:5][C@@H:6]([N:13]1[C:17]2=[N:18][C:19]([CH3:22])=[CH:20][CH:21]=[C:16]2[N:15]([CH2:43][C:35]2[C:36]3[C:41](=[CH:40][CH:39]=[CH:38][C:37]=3[CH3:42])[N:33]([CH3:32])[CH:34]=2)[C:14]1=[O:23])[C:7]1[CH:8]=[CH:9][CH:10]=[CH:11][CH:12]=1)[CH3:2]. (3) Given the reactants CC(OC(/N=N/C(OC(C)C)=O)=O)C.[CH3:15][O:16][C:17]1[CH:22]=[C:21]([N+:23]([O-:25])=[O:24])[CH:20]=[CH:19][C:18]=1[OH:26].[C:27]([S:46][CH2:47][CH2:48]O)([C:40]1[CH:45]=[CH:44][CH:43]=[CH:42][CH:41]=1)([C:34]1[CH:39]=[CH:38][CH:37]=[CH:36][CH:35]=1)[C:28]1[CH:33]=[CH:32][CH:31]=[CH:30][CH:29]=1.C1C=CC(P(C2C=CC=CC=2)C2C=CC=CC=2)=CC=1, predict the reaction product. The product is: [CH3:15][O:16][C:17]1[CH:22]=[C:21]([N+:23]([O-:25])=[O:24])[CH:20]=[CH:19][C:18]=1[O:26][CH2:48][CH2:47][S:46][C:27]([C:34]1[CH:39]=[CH:38][CH:37]=[CH:36][CH:35]=1)([C:28]1[CH:29]=[CH:30][CH:31]=[CH:32][CH:33]=1)[C:40]1[CH:45]=[CH:44][CH:43]=[CH:42][CH:41]=1. (4) Given the reactants Br[C:2]1[CH:7]=[CH:6][CH:5]=[CH:4][N:3]=1.[Li]CCCC.[Sn:13](Cl)([CH2:22][CH2:23][CH2:24][CH3:25])([CH2:18][CH2:19][CH2:20][CH3:21])[CH2:14][CH2:15][CH2:16][CH3:17].[Cl-].[NH4+], predict the reaction product. The product is: [CH2:22]([Sn:13]([CH2:14][CH2:15][CH2:16][CH3:17])([CH2:18][CH2:19][CH2:20][CH3:21])[C:2]1[CH:7]=[CH:6][CH:5]=[CH:4][N:3]=1)[CH2:23][CH2:24][CH3:25].